From a dataset of Full USPTO retrosynthesis dataset with 1.9M reactions from patents (1976-2016). Predict the reactants needed to synthesize the given product. (1) Given the product [CH:1]1([CH2:6][C@H:7]([C:21]2[CH:26]=[CH:25][C:24]([S:27]([CH3:30])(=[O:28])=[O:29])=[CH:23][CH:22]=2)[C:8]([NH:10][C:11]2[S:12][C:13]([S:16][CH2:17][C:18]([N:35]3[CH2:36][CH2:37][N:32]([CH3:31])[CH2:33][CH2:34]3)=[O:20])=[CH:14][N:15]=2)=[O:9])[CH2:5][CH2:4][CH2:3][CH2:2]1, predict the reactants needed to synthesize it. The reactants are: [CH:1]1([CH2:6][C@H:7]([C:21]2[CH:26]=[CH:25][C:24]([S:27]([CH3:30])(=[O:29])=[O:28])=[CH:23][CH:22]=2)[C:8]([NH:10][C:11]2[S:12][C:13]([S:16][CH2:17][C:18]([OH:20])=O)=[CH:14][N:15]=2)=[O:9])[CH2:5][CH2:4][CH2:3][CH2:2]1.[CH3:31][N:32]1[CH2:37][CH2:36][NH:35][CH2:34][CH2:33]1. (2) Given the product [Cl:1][C:2]1[CH:3]=[C:4]([C:8]2[O:9][N:10]=[C:11]3[CH:16]=[CH:15][C:14]([C:17]([C:19]4[CH:20]=[CH:21][C:22]([CH3:25])=[CH:23][CH:24]=4)=[O:18])=[CH:13][C:12]=23)[CH:5]=[CH:6][CH:7]=1, predict the reactants needed to synthesize it. The reactants are: [Cl:1][C:2]1[CH:3]=[C:4]([C:8]2[O:9][N:10]=[C:11]3[CH:16]=[CH:15][C:14]([CH:17]([C:19]4[CH:24]=[CH:23][C:22]([CH3:25])=[CH:21][CH:20]=4)[OH:18])=[CH:13][C:12]=23)[CH:5]=[CH:6][CH:7]=1.